This data is from Retrosynthesis with 50K atom-mapped reactions and 10 reaction types from USPTO. The task is: Predict the reactants needed to synthesize the given product. (1) Given the product Cc1c(C(=O)Nc2ccc(B3OC(C)(C)C(C)(C)O3)cc2)oc2ccccc12, predict the reactants needed to synthesize it. The reactants are: CC1(C)OB(c2ccc(N)cc2)OC1(C)C.Cc1c(C(=O)O)oc2ccccc12. (2) Given the product N#Cc1ccc(-c2ccc(F)cc2F)cc1Cl, predict the reactants needed to synthesize it. The reactants are: N#Cc1ccc(Br)cc1Cl.OB(O)c1ccc(F)cc1F. (3) Given the product CS(=O)(=O)Nn1c(=O)[nH]c2cc([N+](=O)[O-])c(N(CCO)CCO)cc2c1=O, predict the reactants needed to synthesize it. The reactants are: CS(=O)(=O)Nn1c(=O)[nH]c2cc([N+](=O)[O-])c(F)cc2c1=O.OCCNCCO.